From a dataset of Reaction yield outcomes from USPTO patents with 853,638 reactions. Predict the reaction yield, written as a fraction of the theoretical maximum amount of product (1.0 means a 100% yield; for example, 0.34 means a 34% yield). (1) The reactants are [O:1]1[CH:5]=[CH:4][CH:3]=[C:2]1[C:6](Cl)=[O:7].[F:9][C:10]1[CH:11]=[C:12]2[C:17](=[CH:18][CH:19]=1)[N:16]([CH3:20])[C:15](=[O:21])[C:14]([C:22]#[N:23])=[C:13]2[N:24]1[CH2:29][CH2:28][NH:27][CH2:26][CH2:25]1. The catalyst is N1C=CC=CC=1. The product is [F:9][C:10]1[CH:11]=[C:12]2[C:17](=[CH:18][CH:19]=1)[N:16]([CH3:20])[C:15](=[O:21])[C:14]([C:22]#[N:23])=[C:13]2[N:24]1[CH2:25][CH2:26][N:27]([C:6]([C:2]2[O:1][CH:5]=[CH:4][CH:3]=2)=[O:7])[CH2:28][CH2:29]1. The yield is 0.870. (2) The reactants are C([O:8][C:9]1[CH:18]=[CH:17][C:12]([C:13]([O:15][CH3:16])=[O:14])=[CH:11][C:10]=1[C:19](=[O:21])[NH2:20])C1C=CC=CC=1.[H][H]. The catalyst is CO.[Pd]. The product is [C:19]([C:10]1[CH:11]=[C:12]([CH:17]=[CH:18][C:9]=1[OH:8])[C:13]([O:15][CH3:16])=[O:14])(=[O:21])[NH2:20]. The yield is 0.960. (3) The reactants are [CH3:1][C:2]1([CH3:17])[CH2:7][C:6](=[O:8])[CH:5]([C:9](=O)[CH2:10][O:11][C:12](=[O:14])[CH3:13])[C:4](=O)[CH2:3]1.[NH:18]([C:20]1[CH:27]=[CH:26][C:23]([C:24]#[N:25])=[C:22]([NH:28][CH:29]2[CH2:34][CH2:33][CH:32]([OH:35])[CH2:31][CH2:30]2)[CH:21]=1)[NH2:19].C([O-])(=O)C.[Na+]. The catalyst is CO. The product is [C:24]([C:23]1[CH:26]=[CH:27][C:20]([N:18]2[C:4]3[CH2:3][C:2]([CH3:1])([CH3:17])[CH2:7][C:6](=[O:8])[C:5]=3[C:9]([CH2:10][O:11][C:12](=[O:14])[CH3:13])=[N:19]2)=[CH:21][C:22]=1[NH:28][CH:29]1[CH2:34][CH2:33][CH:32]([OH:35])[CH2:31][CH2:30]1)#[N:25]. The yield is 0.610. (4) The reactants are [F:1][C:2]([F:41])([F:40])[C:3]1[CH:4]=[C:5]([C@@H:13]([N:15]([CH3:39])[C:16]([N:18]2[CH2:30][CH2:29][C@:21]3([NH:25][C@@H:24]([C:26]([NH2:28])=[O:27])[CH2:23][CH2:22]3)[CH2:20][C@@H:19]2[C:31]2[CH:36]=[CH:35][C:34]([F:37])=[CH:33][C:32]=2[CH3:38])=[O:17])[CH3:14])[CH:6]=[C:7]([C:9]([F:12])([F:11])[F:10])[CH:8]=1.[ClH:42]. The catalyst is C(OCC)C. The product is [ClH:42].[F:41][C:2]([F:1])([F:40])[C:3]1[CH:4]=[C:5]([C@@H:13]([N:15]([CH3:39])[C:16]([N:18]2[CH2:30][CH2:29][C@:21]3([NH:25][C@@H:24]([C:26]([NH2:28])=[O:27])[CH2:23][CH2:22]3)[CH2:20][C@@H:19]2[C:31]2[CH:36]=[CH:35][C:34]([F:37])=[CH:33][C:32]=2[CH3:38])=[O:17])[CH3:14])[CH:6]=[C:7]([C:9]([F:10])([F:11])[F:12])[CH:8]=1. The yield is 0.990. (5) The product is [CH2:17]([O:16][C:10]1[CH:9]=[C:3]2[C:2](=[CH:12][C:11]=1[O:13][CH2:14][CH3:15])[N:1]=[CH:20][NH:21][C:4]2=[O:5])[CH3:18]. The reactants are [NH2:1][C:2]1[CH:12]=[C:11]([O:13][CH2:14][CH3:15])[C:10]([O:16][CH2:17][CH3:18])=[CH:9][C:3]=1[C:4](OCC)=[O:5].Cl.[CH:20](N)=[NH:21]. The catalyst is C(N)=O. The yield is 0.730.